This data is from Full USPTO retrosynthesis dataset with 1.9M reactions from patents (1976-2016). The task is: Predict the reactants needed to synthesize the given product. (1) Given the product [F:16][C:2]([C:6]1[CH:11]=[CH:10][C:9]([C:12]([O:14][CH3:15])=[O:13])=[CH:8][CH:7]=1)([F:1])[C:3](=[O:5])[NH:19][C@@H:20]([C:22]1[CH:27]=[CH:26][C:25]([O:28][CH2:29][C:30]([F:33])([F:31])[F:32])=[CH:24][N:23]=1)[CH3:21], predict the reactants needed to synthesize it. The reactants are: [F:1][C:2]([F:16])([C:6]1[CH:11]=[CH:10][C:9]([C:12]([O:14][CH3:15])=[O:13])=[CH:8][CH:7]=1)[C:3]([OH:5])=O.[Cl-].[Cl-].[NH3+:19][C@@H:20]([C:22]1[CH:27]=[CH:26][C:25]([O:28][CH2:29][C:30]([F:33])([F:32])[F:31])=[CH:24][NH+:23]=1)[CH3:21].C1C=NC2N(O)N=NC=2C=1.C(Cl)CCl.CCN(C(C)C)C(C)C. (2) The reactants are: [ClH:1].C([N:15]1[CH2:18][C:17]([O:20][CH:21]([CH3:23])[CH3:22])([CH3:19])[CH2:16]1)(C1C=CC=CC=1)C1C=CC=CC=1. Given the product [ClH:1].[CH:21]([O:20][C:17]1([CH3:19])[CH2:18][NH:15][CH2:16]1)([CH3:23])[CH3:22], predict the reactants needed to synthesize it. (3) The reactants are: [CH3:1][O:2][C:3]1[CH:4]=[C:5]([O:23][C:24]2[CH:25]=[N:26][C:27]([S:30]([CH3:33])(=[O:32])=[O:31])=[CH:28][CH:29]=2)[CH:6]=[C:7]2[C:11]=1[NH:10][C:9]([C:12]1[S:13][CH:14]([CH2:17][C:18]([O:20]CC)=[O:19])[CH2:15][N:16]=1)=[CH:8]2.[OH-].[Na+]. Given the product [CH3:1][O:2][C:3]1[CH:4]=[C:5]([O:23][C:24]2[CH:25]=[N:26][C:27]([S:30]([CH3:33])(=[O:32])=[O:31])=[CH:28][CH:29]=2)[CH:6]=[C:7]2[C:11]=1[NH:10][C:9]([C:12]1[S:13][CH:14]([CH2:17][C:18]([OH:20])=[O:19])[CH2:15][N:16]=1)=[CH:8]2, predict the reactants needed to synthesize it.